This data is from Full USPTO retrosynthesis dataset with 1.9M reactions from patents (1976-2016). The task is: Predict the reactants needed to synthesize the given product. (1) Given the product [CH3:1][O:2][C:3]1[CH:11]=[C:10]2[C:6]([C:7]([CH2:18][C:19]3[N:24]=[C:23]([C:25]([NH2:29])=[O:27])[CH:22]=[CH:21][CH:20]=3)=[C:8]([C:12]3[CH:17]=[N:16][CH:15]=[N:14][CH:13]=3)[NH:9]2)=[CH:5][CH:4]=1, predict the reactants needed to synthesize it. The reactants are: [CH3:1][O:2][C:3]1[CH:11]=[C:10]2[C:6]([C:7]([CH2:18][C:19]3[N:24]=[C:23]([C:25]([O:27]C)=O)[CH:22]=[CH:21][CH:20]=3)=[C:8]([C:12]3[CH:13]=[N:14][CH:15]=[N:16][CH:17]=3)[NH:9]2)=[CH:5][CH:4]=1.[NH3:29]. (2) Given the product [CH2:28]([O:27][C:25](=[O:26])[CH2:24][N:17]1[C:16](=[O:19])[N:15]([CH:20]2[CH2:22][CH2:21]2)[C:14]([C:11]2[CH:10]=[CH:9][C:8]([Cl:7])=[CH:13][CH:12]=2)=[N:18]1)[CH3:29], predict the reactants needed to synthesize it. The reactants are: C(=O)([O-])[O-].[K+].[K+].[Cl:7][C:8]1[CH:13]=[CH:12][C:11]([C:14]2[N:15]([CH:20]3[CH2:22][CH2:21]3)[C:16](=[O:19])[NH:17][N:18]=2)=[CH:10][CH:9]=1.Cl[CH2:24][C:25]([O:27][CH2:28][CH3:29])=[O:26]. (3) Given the product [F:35][C:32]1[CH:31]=[CH:30][C:29]([C:16]2[C:15]([N:7]3[CH2:8][CH2:9][CH2:10][CH:5]([CH2:4][O:3][CH3:2])[CH2:6]3)=[N:24][C:23]3[C:18](=[CH:19][CH:20]=[C:21]([C:25]([O:27][CH3:28])=[O:26])[CH:22]=3)[N:17]=2)=[CH:34][CH:33]=1, predict the reactants needed to synthesize it. The reactants are: Cl.[CH3:2][O:3][CH2:4][CH:5]1[CH2:10][CH2:9][CH2:8][NH:7][CH2:6]1.C[O-].[Na+].Cl[C:15]1[C:16]([C:29]2[CH:34]=[CH:33][C:32]([F:35])=[CH:31][CH:30]=2)=[N:17][C:18]2[C:23]([N:24]=1)=[CH:22][C:21]([C:25]([O:27][CH3:28])=[O:26])=[CH:20][CH:19]=2.CS(C)=O. (4) Given the product [O:27]=[C:26]1[C:17]2[C:21]([C:20]([O:19][CH3:18])=[O:25])=[CH:22][CH:23]=[CH:24][C:16]=2[NH:15][CH:8]([C:9]2[CH:14]=[CH:13][CH:12]=[CH:11][CH:10]=2)[CH:6]1[C:5]1[S:1][CH:2]=[N:3][CH:4]=1, predict the reactants needed to synthesize it. The reactants are: [S:1]1[C:5]([CH:6]=O)=[CH:4][N:3]=[CH:2]1.[CH:8](=[N:15]/[C:16]1[CH:24]=[CH:23][CH:22]=[C:21]2[C:17]=1[CH2:18][O:19][C:20]2=[O:25])\[C:9]1[CH:14]=[CH:13][CH:12]=[CH:11][CH:10]=1.[CH3:26][O-:27].[Na+]. (5) Given the product [CH:1]1([NH:4][C:5]2[N:10]3[N:11]=[CH:12][C:13](/[CH:14]=[C:31]4\[NH:25][C:26](=[O:27])[NH:28][C:29]\4=[O:30])=[C:9]3[N:8]=[C:7]([NH:16][C:17]3[CH:18]=[CH:19][C:20]([C:21]#[N:22])=[CH:23][CH:24]=3)[CH:6]=2)[CH2:2][CH2:3]1, predict the reactants needed to synthesize it. The reactants are: [CH:1]1([NH:4][C:5]2[N:10]3[N:11]=[CH:12][C:13]([CH:14]=O)=[C:9]3[N:8]=[C:7]([NH:16][C:17]3[CH:24]=[CH:23][C:20]([C:21]#[N:22])=[CH:19][CH:18]=3)[CH:6]=2)[CH2:3][CH2:2]1.[NH:25]1[CH2:31][C:29](=[O:30])[NH:28][C:26]1=[O:27].N1CCCCC1. (6) The reactants are: [OH:1]S(O)(=O)=O.[Br:6][C:7]1[CH:12]=[CH:11][C:10]([NH:13][C:14](=[O:18])[CH:15]=NO)=[CH:9][CH:8]=1. Given the product [Br:6][C:7]1[CH:12]=[C:11]2[C:10](=[CH:9][CH:8]=1)[NH:13][C:14](=[O:18])[C:15]2=[O:1], predict the reactants needed to synthesize it. (7) Given the product [F:15][C:16]([F:26])([C:22]([F:25])([F:24])[F:23])[C:17]([OH:18])=[CH:2][C:1]([C:4]1[CH:14]=[CH:13][C:7]2[O:8][CH2:9][C:10](=[O:12])[NH:11][C:6]=2[CH:5]=1)=[O:3], predict the reactants needed to synthesize it. The reactants are: [C:1]([C:4]1[CH:14]=[CH:13][C:7]2[O:8][CH2:9][C:10](=[O:12])[NH:11][C:6]=2[CH:5]=1)(=[O:3])[CH3:2].[F:15][C:16]([F:26])([C:22]([F:25])([F:24])[F:23])[C:17](OCC)=[O:18].